This data is from Catalyst prediction with 721,799 reactions and 888 catalyst types from USPTO. The task is: Predict which catalyst facilitates the given reaction. (1) Reactant: [CH3:1][O:2][C:3]([C@@H:5]1[CH2:14][C:13]2[C:8](=[CH:9][C:10]([OH:16])=[C:11]([OH:15])[CH:12]=2)[CH2:7][N:6]1[C:17]([O:19][C:20]([CH3:23])([CH3:22])[CH3:21])=[O:18])=[O:4].Br[CH2:25][C:26]([C:28]1[CH:33]=[CH:32][C:31]([O:34][CH2:35][C:36]2[CH:41]=[CH:40][C:39]([Cl:42])=[C:38]([Cl:43])[CH:37]=2)=[CH:30][CH:29]=1)=[O:27].C(=O)(O)[O-].[Na+].C1CCN2C(=NCCC2)CC1. Product: [CH3:1][O:2][C:3]([CH:5]1[CH2:14][C:13]2[CH:12]=[C:11]3[O:15][CH2:25][C@@:26]([C:28]4[CH:33]=[CH:32][C:31]([O:34][CH2:35][C:36]5[CH:41]=[CH:40][C:39]([Cl:42])=[C:38]([Cl:43])[CH:37]=5)=[CH:30][CH:29]=4)([OH:27])[O:16][C:10]3=[CH:9][C:8]=2[CH2:7][N:6]1[C:17]([O:19][C:20]([CH3:23])([CH3:22])[CH3:21])=[O:18])=[O:4]. The catalyst class is: 303. (2) Reactant: [F:1][C:2]1[CH:3]=[N:4][C:5]([O:17][C:18]2[CH:23]=[CH:22][CH:21]=[C:20]([S:24][CH3:25])[CH:19]=2)=[C:6]([CH:16]=1)[C:7]([NH:9][CH:10]1[CH2:15][CH2:14][NH:13][CH2:12][CH2:11]1)=[O:8].ON1C2C=CC=CC=2N=N1.CN1CCOCC1.[CH3:43][S:44]([CH2:47][C:48](O)=[O:49])(=[O:46])=[O:45].Cl.CN(C)CCCN=C=NCC. Product: [NH3:4].[F:1][C:2]1[CH:3]=[N:4][C:5]([O:17][C:18]2[CH:23]=[CH:22][CH:21]=[C:20]([S:24][CH3:25])[CH:19]=2)=[C:6]([CH:16]=1)[C:7]([NH:9][CH:10]1[CH2:11][CH2:12][N:13]([C:48](=[O:49])[CH2:47][S:44]([CH3:43])(=[O:46])=[O:45])[CH2:14][CH2:15]1)=[O:8]. The catalyst class is: 4. (3) Reactant: O.OO.N[C:5]([NH2:7])=[O:6].[OH-].[Na+].[CH3:10][O:11][C:12]1[CH:13]=[CH:14][C:15]([CH2:18][C:19]([N:21]2[CH2:46][CH2:45][C:24]3([CH2:27][N:26]([C@H:28]4[C:36]5[C:31](=[CH:32][C:33]([C:37]6[CH:44]=[CH:43][C:40](C#N)=[CH:39][N:38]=6)=[CH:34][CH:35]=5)[CH2:30][CH2:29]4)[CH2:25]3)[CH2:23][CH2:22]2)=[O:20])=[N:16][CH:17]=1. Product: [CH3:10][O:11][C:12]1[CH:13]=[CH:14][C:15]([CH2:18][C:19]([N:21]2[CH2:22][CH2:23][C:24]3([CH2:27][N:26]([C@H:28]4[C:36]5[C:31](=[CH:32][C:33]([C:37]6[CH:44]=[CH:43][C:40]([C:5]([NH2:7])=[O:6])=[CH:39][N:38]=6)=[CH:34][CH:35]=5)[CH2:30][CH2:29]4)[CH2:25]3)[CH2:45][CH2:46]2)=[O:20])=[N:16][CH:17]=1. The catalyst class is: 14. (4) Reactant: [N+]([C:4]1([CH3:15])[C:9]([Br:10])=[C:8]([Br:11])[C:7](=[O:12])[C:6]([Br:13])=[C:5]1[Br:14])([O-])=O.BrC1C=C2C(=CC=1)C=C(O)C=C2. Product: [Br:11][C:8]1[C:9]([Br:10])=[C:4]([CH3:15])[C:5]([Br:14])=[C:6]([Br:13])[C:7]=1[OH:12]. The catalyst class is: 28. (5) Reactant: [CH3:1][O:2][C:3]1[CH:29]=[CH:28][C:6]([CH2:7][N:8]2[CH2:17][C:16]3[CH2:15][CH:14]([C:18]([O:20]CC)=[O:19])[C:13]4=[N:23][NH:24][N:25]=[C:11]([C:12]=34)[C:10]([S:26][CH3:27])=[N:9]2)=[CH:5][CH:4]=1.[OH-].[Na+]. Product: [CH3:1][O:2][C:3]1[CH:4]=[CH:5][C:6]([CH2:7][N:8]2[CH2:17][C:16]3[CH2:15][CH:14]([C:18]([OH:20])=[O:19])[C:13]4=[N:23][NH:24][N:25]=[C:11]([C:12]=34)[C:10]([S:26][CH3:27])=[N:9]2)=[CH:28][CH:29]=1. The catalyst class is: 40. (6) Reactant: [CH3:1][C:2]1[CH:7]=[CH:6][C:5]([NH:8][C:9]2[CH:10]=[C:11]([N:15]3[CH2:20][CH2:19][N:18]([C:21](=[O:23])[CH3:22])[CH2:17][CH2:16]3)[CH:12]=[CH:13][CH:14]=2)=[C:4]([N+:24]([O-])=O)[CH:3]=1.[H][H]. Product: [NH2:24][C:4]1[CH:3]=[C:2]([CH3:1])[CH:7]=[CH:6][C:5]=1[NH:8][C:9]1[CH:10]=[C:11]([N:15]2[CH2:16][CH2:17][N:18]([C:21](=[O:23])[CH3:22])[CH2:19][CH2:20]2)[CH:12]=[CH:13][CH:14]=1. The catalyst class is: 312. (7) Reactant: [Cl:1][C:2]1[S:3][C:4]([C@H:9]2[C@H:14]([O:15][CH2:16][C:17]3[CH:22]=[CH:21][CH:20]=[CH:19][CH:18]=3)[C@@H:13]([O:23][CH2:24][C:25]3[CH:30]=[CH:29][CH:28]=[CH:27][CH:26]=3)[C@H:12]([O:31][CH2:32][C:33]3[CH:38]=[CH:37][CH:36]=[CH:35][CH:34]=3)[C@@H:11]([CH2:39][O:40][CH2:41][C:42]3[CH:47]=[CH:46][CH:45]=[CH:44][CH:43]=3)[O:10]2)=[CH:5][C:6]=1[CH2:7]O.P(Br)(Br)[Br:49].N1C=CC=CC=1. Product: [CH2:32]([O:31][C@H:12]1[C@H:13]([O:23][CH2:24][C:25]2[CH:30]=[CH:29][CH:28]=[CH:27][CH:26]=2)[C@@H:14]([O:15][CH2:16][C:17]2[CH:22]=[CH:21][CH:20]=[CH:19][CH:18]=2)[C@H:9]([C:4]2[S:3][C:2]([Cl:1])=[C:6]([CH2:7][Br:49])[CH:5]=2)[O:10][C@@H:11]1[CH2:39][O:40][CH2:41][C:42]1[CH:47]=[CH:46][CH:45]=[CH:44][CH:43]=1)[C:33]1[CH:38]=[CH:37][CH:36]=[CH:35][CH:34]=1. The catalyst class is: 28.